Predict the reactants needed to synthesize the given product. From a dataset of Full USPTO retrosynthesis dataset with 1.9M reactions from patents (1976-2016). (1) Given the product [N:1]1([C:8]2[N:13]=[C:12]([NH:26][CH3:25])[N:11]=[C:10]([NH:15][C@@H:16]3[CH2:21][CH2:20][C@H:19]([C:22]([OH:24])=[O:23])[CH2:18][CH2:17]3)[N:9]=2)[CH2:7][CH2:6][CH2:5][CH2:4][CH2:3][CH2:2]1, predict the reactants needed to synthesize it. The reactants are: [N:1]1([C:8]2[N:13]=[C:12](Cl)[N:11]=[C:10]([NH:15][C@@H:16]3[CH2:21][CH2:20][C@H:19]([C:22]([OH:24])=[O:23])[CH2:18][CH2:17]3)[N:9]=2)[CH2:7][CH2:6][CH2:5][CH2:4][CH2:3][CH2:2]1.[CH3:25][NH2:26].Cl. (2) Given the product [Br:13][C:14]1[CH:22]=[CH:21][C:17]([C:18]([NH:5][C:1]([CH3:4])([CH3:3])[CH3:2])=[O:19])=[C:16]([F:23])[CH:15]=1, predict the reactants needed to synthesize it. The reactants are: [C:1]([NH2:5])([CH3:4])([CH3:3])[CH3:2].C(N(CC)CC)C.[Br:13][C:14]1[CH:22]=[CH:21][C:17]([C:18](Cl)=[O:19])=[C:16]([F:23])[CH:15]=1. (3) The reactants are: C1C=CC(P(C2C=CC=CC=2)C2C=CC=CC=2)=CC=1.[CH:20]1([CH2:23][C:24]2[C:25]3[N:26]([CH:30]=[C:31]([C:33]4[CH:38]=[CH:37][C:36]([F:39])=[CH:35][C:34]=4[F:40])[N:32]=3)[CH:27]=[CH:28][N:29]=2)[CH2:22][CH2:21]1.I[C:42]1[CH:47]=[CH:46][N:45]=[C:44]([S:48][CH3:49])[N:43]=1. Given the product [CH:20]1([CH2:23][C:24]2[C:25]3[N:26]([C:30]([C:42]4[CH:47]=[CH:46][N:45]=[C:44]([S:48][CH3:49])[N:43]=4)=[C:31]([C:33]4[CH:38]=[CH:37][C:36]([F:39])=[CH:35][C:34]=4[F:40])[N:32]=3)[CH:27]=[CH:28][N:29]=2)[CH2:21][CH2:22]1, predict the reactants needed to synthesize it.